This data is from Forward reaction prediction with 1.9M reactions from USPTO patents (1976-2016). The task is: Predict the product of the given reaction. (1) Given the reactants [Cl:1][C:2]1[CH:3]=[N:4][C:5]([Cl:10])=[CH:6][C:7]=1[C:8]#[N:9].[CH3:11][C:12](OC(C)=O)=[O:13].CC(O)=O, predict the reaction product. The product is: [Cl:10][C:5]1[CH:6]=[C:7]([CH2:8][NH:9][C:12](=[O:13])[CH3:11])[C:2]([Cl:1])=[CH:3][N:4]=1. (2) Given the reactants [C:1]([O:5][C:6]([N:8]([C@H:16]1[CH2:24][O:23][CH2:22][C@H:21]([CH2:25][C:26]2[C:35]3[C:30](=[CH:31][CH:32]=[CH:33][CH:34]=3)[CH:29]=[CH:28][CH:27]=2)[C@@H:20]([OH:36])[C@H:19]([CH3:37])[O:18][C:17]1=[O:38])[C:9](=[O:15])[O:10][C:11]([CH3:14])([CH3:13])[CH3:12])=[O:7])([CH3:4])([CH3:3])[CH3:2].C(O)(=O)C.C(O)(=O)C.[C:47]1([CH3:68])[CH:52]=[CH:51][CH:50]=[CH:49][C:48]=1[Bi]([C:48]1[CH:49]=[CH:50][CH:51]=[CH:52][C:47]=1[CH3:68])[C:48]1[CH:49]=[CH:50][CH:51]=[CH:52][C:47]=1[CH3:68].C1(N(C)C2CCCCC2)CCCCC1, predict the reaction product. The product is: [C:11]([O:10][C:9]([N:8]([C@H:16]1[CH2:24][O:23][CH2:22][C@H:21]([CH2:25][C:26]2[C:35]3[C:30](=[CH:31][CH:32]=[CH:33][CH:34]=3)[CH:29]=[CH:28][CH:27]=2)[C@@H:20]([O:36][C:50]2[CH:51]=[CH:52][C:47]([CH3:68])=[CH:48][CH:49]=2)[C@H:19]([CH3:37])[O:18][C:17]1=[O:38])[C:6](=[O:7])[O:5][C:1]([CH3:2])([CH3:3])[CH3:4])=[O:15])([CH3:13])([CH3:14])[CH3:12]. (3) Given the reactants Cl[C:2]1[CH:3]=[CH:4][C:5]2[O:14][CH2:13][CH2:12][C:11]3[CH:10]=[C:9]([C:15]4[N:16]([C:20]5[CH:25]=[CH:24][C:23]([F:26])=[CH:22][C:21]=5[F:27])[N:17]=[CH:18][N:19]=4)[S:8][C:7]=3[C:6]=2[N:28]=1.[CH3:29][O:30][C:31]1[CH:36]=[C:35]([CH3:37])[C:34](B2OC(C)(C)C(C)(C)O2)=[CH:33][N:32]=1.C([O-])([O-])=O.[Cs+].[Cs+], predict the reaction product. The product is: [F:27][C:21]1[CH:22]=[C:23]([F:26])[CH:24]=[CH:25][C:20]=1[N:16]1[C:15]([C:9]2[S:8][C:7]3[C:6]4[N:28]=[C:2]([C:34]5[CH:33]=[N:32][C:31]([O:30][CH3:29])=[CH:36][C:35]=5[CH3:37])[CH:3]=[CH:4][C:5]=4[O:14][CH2:13][CH2:12][C:11]=3[CH:10]=2)=[N:19][CH:18]=[N:17]1. (4) Given the reactants [OH:1][CH2:2][CH:3]1[O:8][CH2:7][CH2:6][NH:5][CH2:4]1.O1CCCNCC1.[C:16]([OH:21])(=[O:20])[C:17]([OH:19])=[O:18], predict the reaction product. The product is: [C:16]([OH:21])(=[O:20])[C:17]([OH:19])=[O:18].[OH:1][CH2:2][C@@H:3]1[O:8][CH2:7][CH2:6][NH:5][CH2:4]1. (5) Given the reactants C(OC([N:8]1[CH2:13][CH2:12][N:11]([CH2:14][C:15]2[CH:20]=[CH:19][C:18]([C:21]3[NH:38][C:24]4[N:25]=[CH:26][N:27]=[C:28]([NH:29][C@@H:30]([C:32]5[CH:37]=[CH:36][CH:35]=[CH:34][CH:33]=5)[CH3:31])[C:23]=4[CH:22]=3)=[CH:17][CH:16]=2)[CH2:10][CH2:9]1)=O)(C)(C)C.Cl, predict the reaction product. The product is: [C:32]1([C@H:30]([NH:29][C:28]2[C:23]3[CH:22]=[C:21]([C:18]4[CH:19]=[CH:20][C:15]([CH2:14][N:11]5[CH2:10][CH2:9][NH:8][CH2:13][CH2:12]5)=[CH:16][CH:17]=4)[NH:38][C:24]=3[N:25]=[CH:26][N:27]=2)[CH3:31])[CH:37]=[CH:36][CH:35]=[CH:34][CH:33]=1. (6) Given the reactants [F:1][C:2]([F:9])([F:8])[C:3]([O:5]CC)=O.[NH2:10][CH2:11][CH2:12][CH2:13][NH:14][CH2:15][CH2:16][CH2:17][NH2:18], predict the reaction product. The product is: [F:9][C:2]([F:1])([F:8])[C:3]([NH:10][CH2:11][CH2:12][CH2:13][NH:14][CH2:15][CH2:16][CH2:17][NH:18][C:3](=[O:5])[C:2]([F:9])([F:8])[F:1])=[O:5].